Regression/Classification. Given a drug SMILES string, predict its absorption, distribution, metabolism, or excretion properties. Task type varies by dataset: regression for continuous measurements (e.g., permeability, clearance, half-life) or binary classification for categorical outcomes (e.g., BBB penetration, CYP inhibition). Dataset: hlm. From a dataset of Human liver microsome stability data. The drug is Nc1ncnc2c1c(Oc1cc(O)ccn1)nn2[C@H]1C[C@H](F)C1. The result is 0 (unstable in human liver microsomes).